This data is from Reaction yield outcomes from USPTO patents with 853,638 reactions. The task is: Predict the reaction yield, written as a fraction of the theoretical maximum amount of product (1.0 means a 100% yield; for example, 0.34 means a 34% yield). The reactants are [NH2:1][CH2:2][CH2:3][CH2:4][OH:5].Br[CH2:7][C:8]([O:10][CH2:11][CH3:12])=[O:9]. The catalyst is O. The product is [CH2:11]([O:10][C:8](=[O:9])[CH2:7][NH:1][CH2:2][CH2:3][CH2:4][OH:5])[CH3:12]. The yield is 0.630.